From a dataset of Reaction yield outcomes from USPTO patents with 853,638 reactions. Predict the reaction yield, written as a fraction of the theoretical maximum amount of product (1.0 means a 100% yield; for example, 0.34 means a 34% yield). (1) The reactants are Cl.[O:2]1CCO[CH:3]1[C:7]1[CH:8]=[C:9]([CH:14]2[C:27]3[CH:26]=[CH:25][C:24]4[C:19](=[N:20][CH:21]=[CH:22][CH:23]=4)[C:18]=3[NH:17][S:16](=[O:29])(=[O:28])[N:15]2[CH3:30])[CH:10]=[CH:11][C:12]=1[F:13].C([O-])([O-])=O.[K+].[K+]. The catalyst is C1COCC1. The product is [F:13][C:12]1[CH:11]=[CH:10][C:9]([CH:14]2[C:27]3[CH:26]=[CH:25][C:24]4[C:19](=[N:20][CH:21]=[CH:22][CH:23]=4)[C:18]=3[NH:17][S:16](=[O:29])(=[O:28])[N:15]2[CH3:30])=[CH:8][C:7]=1[CH:3]=[O:2]. The yield is 0.520. (2) The reactants are Cl.[NH:2]1[CH2:7][CH2:6][CH2:5][CH:4]([C:8]([NH:10][C:11]2[CH:16]=[CH:15][CH:14]=[CH:13][CH:12]=2)=[O:9])[CH2:3]1.Cl[C:18]1[N:23]([CH3:24])[C:22](=[O:25])[CH:21]=[C:20]([C:26]2[CH:31]=[CH:30][N:29]=[CH:28][CH:27]=2)[N:19]=1.C(N(CC)CC)C. The catalyst is O1CCCC1. The product is [CH3:24][N:23]1[C:22](=[O:25])[CH:21]=[C:20]([C:26]2[CH:31]=[CH:30][N:29]=[CH:28][CH:27]=2)[N:19]=[C:18]1[N:2]1[CH2:7][CH2:6][CH2:5][CH:4]([C:8]([NH:10][C:11]2[CH:16]=[CH:15][CH:14]=[CH:13][CH:12]=2)=[O:9])[CH2:3]1. The yield is 0.920. (3) The reactants are [C:1]([O:7][CH2:8][CH3:9])(=[O:6])[CH2:2][C:3]([O-:5])=O.[K+].C(N(CC)C(C)C)(C)C.[Cl-].[Mg+2].[Cl-].[Cl:23][C:24]1[CH:29]=[CH:28][C:27]([CH2:30]C(Cl)=O)=[CH:26][CH:25]=1. The catalyst is C(#N)C. The product is [Cl:23][C:24]1[CH:29]=[CH:28][C:27]([CH2:30][C:3](=[O:5])[CH2:2][C:1]([O:7][CH2:8][CH3:9])=[O:6])=[CH:26][CH:25]=1. The yield is 0.390. (4) The reactants are [C:1]([C:3]1[C:8]([CH3:9])=[CH:7][C:6]([N+:10]([O-])=O)=[CH:5][N:4]=1)#[N:2].[Cl-].[Ca+2].[Cl-]. The catalyst is C(O)C.[Fe]. The product is [NH2:10][C:6]1[CH:7]=[C:8]([CH3:9])[C:3]([C:1]#[N:2])=[N:4][CH:5]=1. The yield is 0.810. (5) The reactants are [CH2:1]([N:5]([CH2:22][CH2:23][CH2:24][CH3:25])[C:6]1[CH:11]=[CH:10][C:9]([CH:12]=[CH:13][C:14]2[CH:21]=[CH:20][C:17]([CH:18]=O)=[CH:16][CH:15]=2)=[CH:8][CH:7]=1)[CH2:2][CH2:3][CH3:4].[C:26]([C:28]1[C:29](=[C:36]([C:39]#[N:40])[C:37]#[N:38])[O:30][C:31]([CH3:35])([CH3:34])[C:32]=1[CH3:33])#[N:27].C([O-])(=O)C.[NH4+]. The catalyst is C(O)C.O1CCCC1. The product is [CH2:22]([N:5]([CH2:1][CH2:2][CH2:3][CH3:4])[C:6]1[CH:11]=[CH:10][C:9]([CH:12]=[CH:13][C:14]2[CH:21]=[CH:20][C:17]([CH:18]=[CH:33][C:32]3[C:31]([CH3:34])([CH3:35])[O:30][C:29](=[C:36]([C:37]#[N:38])[C:39]#[N:40])[C:28]=3[C:26]#[N:27])=[CH:16][CH:15]=2)=[CH:8][CH:7]=1)[CH2:23][CH2:24][CH3:25]. The yield is 0.884. (6) The reactants are [O:1]1[C:5]2[CH:6]=[CH:7][C:8]([CH:10]([C:12]3[S:13][C:14](Br)=[CH:15][CH:16]=3)[OH:11])=[CH:9][C:4]=2[CH:3]=[CH:2]1.N.[CH3:19][N:20]1CCCC1=O. The product is [O:1]1[C:5]2[CH:6]=[CH:7][C:8]([CH:10]([OH:11])[C:12]3[S:13][C:14]([C:19]#[N:20])=[CH:15][CH:16]=3)=[CH:9][C:4]=2[CH:3]=[CH:2]1. The catalyst is [C-]#N.[Zn+2].[C-]#N.C1C=CC([P]([Pd]([P](C2C=CC=CC=2)(C2C=CC=CC=2)C2C=CC=CC=2)([P](C2C=CC=CC=2)(C2C=CC=CC=2)C2C=CC=CC=2)[P](C2C=CC=CC=2)(C2C=CC=CC=2)C2C=CC=CC=2)(C2C=CC=CC=2)C2C=CC=CC=2)=CC=1. The yield is 0.580. (7) The reactants are [O:1]1[CH2:6][CH2:5][CH2:4][CH2:3][CH:2]1[O:7][CH2:8][C:9]1([OH:12])[CH2:11][CH2:10]1.[C:13](O)(=[O:15])[CH3:14].C1CCC(N=C=NC2CCCCC2)CC1. The catalyst is C(Cl)Cl.CN(C1C=CN=CC=1)C. The product is [C:13]([O:12][C:9]1([CH2:8][O:7][CH:2]2[CH2:3][CH2:4][CH2:5][CH2:6][O:1]2)[CH2:10][CH2:11]1)(=[O:15])[CH3:14]. The yield is 0.607. (8) The reactants are Cl.[NH:2]1[C:10]2[C:5](=[CH:6][CH:7]=[C:8]([NH:11][NH2:12])[CH:9]=2)[CH:4]=[N:3]1.[CH3:13][C:14]([CH3:21])([CH3:20])[C:15](=O)[CH2:16][C:17]#[N:18]. The catalyst is CCO. The product is [C:14]([C:15]1[CH:16]=[C:17]([NH2:18])[N:11]([C:8]2[CH:9]=[C:10]3[C:5]([CH:4]=[N:3][NH:2]3)=[CH:6][CH:7]=2)[N:12]=1)([CH3:21])([CH3:20])[CH3:13]. The yield is 0.580. (9) The catalyst is CN(C)C=O.C(OCC)(=O)C. The reactants are [OH:1][C@H:2]1[CH2:7][CH2:6][C@H:5]([N:8]2[C:13](=[O:14])[C:12]([CH2:15][C:16]3[CH:21]=[CH:20][C:19]([C:22]4[C:23]([C:28]#[N:29])=[CH:24][CH:25]=[CH:26][CH:27]=4)=[CH:18][CH:17]=3)=[C:11]([CH2:30][CH2:31][CH3:32])[N:10]3[N:33]=[CH:34][CH:35]=[C:9]23)[CH2:4][CH2:3]1.N1C=CN=C1.[C:41]([Si:45](Cl)([CH3:47])[CH3:46])([CH3:44])([CH3:43])[CH3:42].C(=O)([O-])O.[Na+]. The yield is 0.900. The product is [Si:45]([O:1][C@H:2]1[CH2:3][CH2:4][C@H:5]([N:8]2[C:13](=[O:14])[C:12]([CH2:15][C:16]3[CH:21]=[CH:20][C:19]([C:22]4[C:23]([C:28]#[N:29])=[CH:24][CH:25]=[CH:26][CH:27]=4)=[CH:18][CH:17]=3)=[C:11]([CH2:30][CH2:31][CH3:32])[N:10]3[N:33]=[CH:34][CH:35]=[C:9]23)[CH2:6][CH2:7]1)([C:41]([CH3:44])([CH3:43])[CH3:42])([CH3:47])[CH3:46].